This data is from Peptide-MHC class II binding affinity with 134,281 pairs from IEDB. The task is: Regression. Given a peptide amino acid sequence and an MHC pseudo amino acid sequence, predict their binding affinity value. This is MHC class II binding data. (1) The peptide sequence is YHKFLANVSTVLTGK. The MHC is DRB1_1001 with pseudo-sequence DRB1_1001. The binding affinity (normalized) is 0.688. (2) The MHC is HLA-DPA10201-DPB10101 with pseudo-sequence HLA-DPA10201-DPB10101. The peptide sequence is EEKIEIIPIQEEEY. The binding affinity (normalized) is 0.526. (3) The peptide sequence is DTLRSYYADWYQQKPG. The MHC is HLA-DQA10102-DQB10602 with pseudo-sequence HLA-DQA10102-DQB10602. The binding affinity (normalized) is 0.235. (4) The peptide sequence is MEKNVTVTHAQDILEKT. The MHC is DRB1_0701 with pseudo-sequence DRB1_0701. The binding affinity (normalized) is 0.671. (5) The binding affinity (normalized) is 0.310. The peptide sequence is NVQSLGWNIITFKDK. The MHC is DRB3_0101 with pseudo-sequence DRB3_0101. (6) The peptide sequence is LDLAVNAAVDAGIHF. The MHC is DRB1_0701 with pseudo-sequence DRB1_0701. The binding affinity (normalized) is 0.424. (7) The peptide sequence is MLMTGGVTLVRKNRW. The MHC is HLA-DQA10201-DQB10303 with pseudo-sequence HLA-DQA10201-DQB10303. The binding affinity (normalized) is 0.542. (8) The peptide sequence is TGTEKLIETYFSKNYQDYEY. The MHC is DRB1_1501 with pseudo-sequence DRB1_1501. The binding affinity (normalized) is 0.0802. (9) The peptide sequence is FTLGRDGHEKPMNVQ. The MHC is HLA-DQA10201-DQB10301 with pseudo-sequence HLA-DQA10201-DQB10301. The binding affinity (normalized) is 0.301. (10) The MHC is HLA-DQA10501-DQB10201 with pseudo-sequence HLA-DQA10501-DQB10201. The binding affinity (normalized) is 0.322. The peptide sequence is ALTKAITAMSEVQKV.